From a dataset of Experimentally validated miRNA-target interactions with 360,000+ pairs, plus equal number of negative samples. Binary Classification. Given a miRNA mature sequence and a target amino acid sequence, predict their likelihood of interaction. (1) The protein sequence of the target gene is MAVSWRSWLANEGVKHLCLLIWLSLNVLLFWKTFLLYNQGPEYYYIHQMLGLGLCLSRASASVLNLNCSLILLPMCRTVLAYLRGSQKVPSRRTRRLLDKSKTLHITCGVTICIFSGVHVAAHLVNALNFSVNYSEDFLELNAARYQNEDPRKLLFTTIPGLTGVCMVVVLFLMVTASTYAIRVSNYDIFWYTHNLFFVFYMLLLLHVSGGLLKYQTNVDTHPPGCISLNQTSSQNMSIPDYVSEHFHGSLPRGFSKLEDRYQKTLVKICLEEPKFQAHFPQTWIWISGPLCLYCAERLY.... Result: 0 (no interaction). The miRNA is hsa-miR-3908 with sequence GAGCAAUGUAGGUAGACUGUUU. (2) The miRNA is hsa-miR-610 with sequence UGAGCUAAAUGUGUGCUGGGA. The protein sequence of the target gene is MAKEWGYASHNGPDHWHELYPIAKGDNQSPIELHTKDIKHDPSLQPWSASYDPGSAKTILNNGKTCRVVFDDTYDRSMLRGGPLSGPYRLRQFHLHWGSSDDHGSEHTVDGVKYAAELHLVHWNPKYNTFGEALKQPDGIAVVGIFLKIGREKGEFQILLDALDKIKTKGKEAPFTHFDPSCLFPACRDYWTYHGSFTTPPCEECIVWLLLKEPMTVSSDQMAKLRSLFSSAENEPPVPLVGNWRPPQPVKGRVVRASFK. Result: 0 (no interaction). (3) The miRNA is hsa-miR-1303 with sequence UUUAGAGACGGGGUCUUGCUCU. The protein sequence of the target gene is MSDDKPFLCTAPGCGQRFTNEDHLAVHKHKHEMTLKFGPARNDSVIVADQTPTPTRFLKNCEEVGLFNELASPFENEFKKASEDDIKKMPLDLSPLATPIIRSKIEEPSVVETTHQDSPLPHPESTTSDEKEVPLAQTAQPTSAIVRPASLQVPNVLLTSSDSSVIIQQAVPSPTSSTVITQAPSSNRPIVPVPGPFPLLLHLPNGQTMPVAIPASITSSNVHVPAAVPLVRPVTMVPSVPGIPGPSSPQPVQSEAKMRLKAALTQQHPPVTNGDTVKGHGSGLVRTQSEESRPQSLQQP.... Result: 0 (no interaction). (4) The miRNA is hsa-miR-3129-5p with sequence GCAGUAGUGUAGAGAUUGGUUU. The protein sequence of the target gene is MDQKLSKLVEELTTSGEPRLNPEKMKELKKICKSSEEQLSRAYRLLIAQLTQEHAEIRLSAFQIVEELFVRSHQFRMLVVSNFQEFLELTLGTDPAQPLPPPREAAQRLRQATTRAVEGWNEKFGEAYKKLALGYHFLRHNKKVDFQDTNARSLAERKREEEKQKHLDKIYQERASQAEREMQEMSGEIESCLTEVESCFRLLVPFDFDPNPETESLGMASGMSDALRSSCAGQVGPCRSGTPDPRDGEQPCCSRDLPASAGHPRAGGGAQPSQTATGDPSDEDEDSDLEEFVRSHGLGS.... Result: 0 (no interaction).